From a dataset of Full USPTO retrosynthesis dataset with 1.9M reactions from patents (1976-2016). Predict the reactants needed to synthesize the given product. Given the product [NH:2]1[CH2:18][CH2:19][N:20]=[C:1]1[CH2:3][C:4]1[C:9]2[CH:10]=[CH:11][O:12][C:8]=2[C:7]([NH:13][S:14]([CH3:17])(=[O:15])=[O:16])=[CH:6][CH:5]=1, predict the reactants needed to synthesize it. The reactants are: [C:1]([CH2:3][C:4]1[C:9]2[CH:10]=[CH:11][O:12][C:8]=2[C:7]([NH:13][S:14]([CH3:17])(=[O:16])=[O:15])=[CH:6][CH:5]=1)#[N:2].[CH2:18](N)[CH2:19][NH2:20].